Dataset: Catalyst prediction with 721,799 reactions and 888 catalyst types from USPTO. Task: Predict which catalyst facilitates the given reaction. (1) Reactant: [C:1]([N:8]([CH2:19][CH2:20][CH2:21][O:22][C@@H:23]1[C@H:27]([OH:28])[C@@H:26]([CH2:29][OH:30])[O:25][C@H:24]1[N:31]1[CH:38]=[CH:37][C:35](=[O:36])[NH:34][C:32]1=[O:33])[C:9]([NH2:18])=[N:10][C:11]([O:13][C:14]([CH3:17])([CH3:16])[CH3:15])=[O:12])([O:3][C:4]([CH3:7])([CH3:6])[CH3:5])=[O:2].[CH3:39][O:40][C:41]1[CH:62]=[CH:61][C:44]([C:45](Cl)([C:54]2[CH:59]=[CH:58][CH:57]=[CH:56][CH:55]=2)[C:46]2[CH:51]=[CH:50][C:49]([O:52][CH3:53])=[CH:48][CH:47]=2)=[CH:43][CH:42]=1. Product: [C:1]([N:8]([CH2:19][CH2:20][CH2:21][O:22][C@@H:23]1[C@H:27]([OH:28])[C@@H:26]([CH2:29][O:30][C:45]([C:54]2[CH:59]=[CH:58][CH:57]=[CH:56][CH:55]=2)([C:46]2[CH:51]=[CH:50][C:49]([O:52][CH3:53])=[CH:48][CH:47]=2)[C:44]2[CH:43]=[CH:42][C:41]([O:40][CH3:39])=[CH:62][CH:61]=2)[O:25][C@H:24]1[N:31]1[CH:38]=[CH:37][C:35](=[O:36])[NH:34][C:32]1=[O:33])[C:9]([NH2:18])=[N:10][C:11]([O:13][C:14]([CH3:15])([CH3:16])[CH3:17])=[O:12])([O:3][C:4]([CH3:5])([CH3:6])[CH3:7])=[O:2]. The catalyst class is: 17. (2) Reactant: [NH2:1][C:2]1[CH:3]=[C:4]([CH2:17][CH:18]([CH3:24])[C:19]([O:21]CC)=[O:20])[CH:5]=[CH:6][C:7]=1[N:8]([CH2:13][CH:14]([CH3:16])[CH3:15])[CH2:9][CH:10]([CH3:12])[CH3:11].[N:25]([C:28]1[CH:33]=[CH:32][C:31]([CH3:34])=[CH:30][CH:29]=1)=[C:26]=[O:27].[OH-].[Na+]. Product: [CH2:13]([N:8]([CH2:9][CH:10]([CH3:12])[CH3:11])[C:7]1[CH:6]=[CH:5][C:4]([CH2:17][CH:18]([CH3:24])[C:19]([OH:21])=[O:20])=[CH:3][C:2]=1[NH:1][C:26]([NH:25][C:28]1[CH:33]=[CH:32][C:31]([CH3:34])=[CH:30][CH:29]=1)=[O:27])[CH:14]([CH3:16])[CH3:15]. The catalyst class is: 20. (3) Reactant: [Cl:1]N1C(=O)CCC1=O.[Cl:9][C:10]1[C:11]([NH:15][C:16](=[O:21])[C:17]([F:20])([F:19])[F:18])=[CH:12][S:13][CH:14]=1. Product: [Cl:1][C:12]1[S:13][CH:14]=[C:10]([Cl:9])[C:11]=1[NH:15][C:16](=[O:21])[C:17]([F:18])([F:20])[F:19]. The catalyst class is: 15. (4) Reactant: Br[CH2:2][C:3]([N:5]1[CH2:9][CH2:8][C@@H:7]([NH:10][C:11]([C:13]2[S:14][C:15]([Cl:18])=[CH:16][CH:17]=2)=[O:12])[CH2:6]1)=[O:4].[NH2:19][C:20]1[CH:25]=[CH:24][C:23]([N:26]2[CH:31]=[CH:30][CH:29]=[CH:28][C:27]2=[O:32])=[CH:22][CH:21]=1. Product: [O:32]=[C:27]1[CH:28]=[CH:29][CH:30]=[CH:31][N:26]1[C:23]1[CH:22]=[CH:21][C:20]([NH:19][CH2:2][C:3]([N:5]2[CH2:9][CH2:8][C@@H:7]([NH:10][C:11]([C:13]3[S:14][C:15]([Cl:18])=[CH:16][CH:17]=3)=[O:12])[CH2:6]2)=[O:4])=[CH:25][CH:24]=1. The catalyst class is: 589. (5) Reactant: Cl[C:2]1[N:3]=[N+:4]([O-:12])[C:5]2[CH:11]=[CH:10][CH:9]=[CH:8][C:6]=2[N:7]=1.Cl.[CH2:14]([O:16][C:17](=[O:20])[CH2:18][NH2:19])[CH3:15].CCN(CC)CC. Product: [O-:12][N+:4]1[C:5]2[CH:11]=[CH:10][CH:9]=[CH:8][C:6]=2[N:7]=[C:2]([NH:19][CH2:18][C:17]([O:16][CH2:14][CH3:15])=[O:20])[N:3]=1. The catalyst class is: 57. (6) Reactant: [NH:1]1[CH2:6][CH2:5][CH:4]([CH2:7][OH:8])[CH2:3][CH2:2]1.C(N(CC)CC)C.[CH2:16]([O:23][C:24](Cl)=[O:25])[C:17]1[CH:22]=[CH:21][CH:20]=[CH:19][CH:18]=1. Product: [CH2:16]([O:23][C:24]([N:1]1[CH2:6][CH2:5][CH:4]([CH2:7][OH:8])[CH2:3][CH2:2]1)=[O:25])[C:17]1[CH:22]=[CH:21][CH:20]=[CH:19][CH:18]=1. The catalyst class is: 4. (7) Reactant: [F:1][C:2]([F:48])([F:47])[C:3]1[CH:4]=[C:5]([CH:44]=[CH:45][CH:46]=1)[CH2:6][NH:7][C:8]([C:10]1[CH:15]=[CH:14][N:13]=[C:12]([C:16]2[CH:21]=[C:20]([N:22]3[CH2:27][CH2:26][CH2:25][CH2:24][CH2:23]3)[CH:19]=[CH:18][C:17]=2[NH:28][C:29]([C:31]2[CH:32]=[C:33]([CH:41]=[CH:42][CH:43]=2)[CH2:34][S:35][CH2:36][CH2:37][C:38](O)=[O:39])=[O:30])[CH:11]=1)=[O:9].C(N(C(C)C)CC)(C)C.[O:58]1[CH2:63][CH2:62][N:61]([CH2:64][CH2:65][NH2:66])[CH2:60][CH2:59]1.CN(C(ON1N=NC2C=CC=NC1=2)=[N+](C)C)C.F[P-](F)(F)(F)(F)F. Product: [O:58]1[CH2:63][CH2:62][N:61]([CH2:64][CH2:65][NH:66][C:38](=[O:39])[CH2:37][CH2:36][S:35][CH2:34][C:33]2[CH:32]=[C:31]([CH:43]=[CH:42][CH:41]=2)[C:29]([NH:28][C:17]2[CH:18]=[CH:19][C:20]([N:22]3[CH2:27][CH2:26][CH2:25][CH2:24][CH2:23]3)=[CH:21][C:16]=2[C:12]2[CH:11]=[C:10]([CH:15]=[CH:14][N:13]=2)[C:8]([NH:7][CH2:6][C:5]2[CH:44]=[CH:45][CH:46]=[C:3]([C:2]([F:47])([F:1])[F:48])[CH:4]=2)=[O:9])=[O:30])[CH2:60][CH2:59]1. The catalyst class is: 3.